Dataset: Full USPTO retrosynthesis dataset with 1.9M reactions from patents (1976-2016). Task: Predict the reactants needed to synthesize the given product. (1) Given the product [Cl:1][C:2]1[S:6][C:5]([S:7]([NH:10][C:19]2[C:27]3[C:22](=[CH:23][CH:24]=[CH:25][C:26]=3[O:28][CH3:29])[N:21]([CH2:35][C:34]3[CH:37]=[CH:38][CH:39]=[C:32]([O:31][CH3:30])[CH:33]=3)[N:20]=2)(=[O:8])=[O:9])=[CH:4][CH:3]=1, predict the reactants needed to synthesize it. The reactants are: [Cl:1][C:2]1[S:6][C:5]([S:7]([N:10]([C:19]2[C:27]3[C:22](=[CH:23][CH:24]=[CH:25][C:26]=3[O:28][CH3:29])[NH:21][N:20]=2)COCC[Si](C)(C)C)(=[O:9])=[O:8])=[CH:4][CH:3]=1.[CH3:30][O:31][C:32]1[CH:33]=[C:34]([CH:37]=[CH:38][CH:39]=1)[CH2:35]Br.C(=O)([O-])[O-].[K+].[K+]. (2) Given the product [CH3:27][C:26]([C:23]1[O:22][C:21]([CH2:20][S:19][C:16]2[S:15][C:14]([NH:13][C:39]([CH:36]3[CH2:37][CH2:38][N:33]([CH:31]([CH3:32])[CH3:30])[CH2:34][CH2:35]3)=[O:40])=[N:18][CH:17]=2)=[N:25][CH:24]=1)([CH3:29])[CH3:28], predict the reactants needed to synthesize it. The reactants are: Cl.CN(C)CCCN=C=NCC.[NH2:13][C:14]1[S:15][C:16]([S:19][CH2:20][C:21]2[O:22][C:23]([C:26]([CH3:29])([CH3:28])[CH3:27])=[CH:24][N:25]=2)=[CH:17][N:18]=1.[CH3:30][CH:31]([N:33]1[CH2:38][CH2:37][CH:36]([C:39](O)=[O:40])[CH2:35][CH2:34]1)[CH3:32].CN(C)C=O.